This data is from NCI-60 drug combinations with 297,098 pairs across 59 cell lines. The task is: Regression. Given two drug SMILES strings and cell line genomic features, predict the synergy score measuring deviation from expected non-interaction effect. (1) Drug 1: COC1=C(C=C2C(=C1)N=CN=C2NC3=CC(=C(C=C3)F)Cl)OCCCN4CCOCC4. Drug 2: C1=NNC2=C1C(=O)NC=N2. Cell line: TK-10. Synergy scores: CSS=35.4, Synergy_ZIP=4.96, Synergy_Bliss=5.91, Synergy_Loewe=-6.26, Synergy_HSA=5.75. (2) Drug 1: CC1CCC2CC(C(=CC=CC=CC(CC(C(=O)C(C(C(=CC(C(=O)CC(OC(=O)C3CCCCN3C(=O)C(=O)C1(O2)O)C(C)CC4CCC(C(C4)OC)OCCO)C)C)O)OC)C)C)C)OC. Drug 2: C1=CN(C=N1)CC(O)(P(=O)(O)O)P(=O)(O)O. Cell line: NCI-H322M. Synergy scores: CSS=9.40, Synergy_ZIP=0.128, Synergy_Bliss=6.39, Synergy_Loewe=2.23, Synergy_HSA=4.04. (3) Drug 1: CNC(=O)C1=CC=CC=C1SC2=CC3=C(C=C2)C(=NN3)C=CC4=CC=CC=N4. Drug 2: CC1=C2C(C(=O)C3(C(CC4C(C3C(C(C2(C)C)(CC1OC(=O)C(C(C5=CC=CC=C5)NC(=O)OC(C)(C)C)O)O)OC(=O)C6=CC=CC=C6)(CO4)OC(=O)C)O)C)O. Cell line: SF-539. Synergy scores: CSS=59.3, Synergy_ZIP=3.49, Synergy_Bliss=3.47, Synergy_Loewe=-11.5, Synergy_HSA=8.15. (4) Synergy scores: CSS=12.7, Synergy_ZIP=-7.81, Synergy_Bliss=-6.85, Synergy_Loewe=-16.7, Synergy_HSA=-8.56. Drug 1: CC12CCC(CC1=CCC3C2CCC4(C3CC=C4C5=CN=CC=C5)C)O. Cell line: OVCAR-5. Drug 2: CNC(=O)C1=NC=CC(=C1)OC2=CC=C(C=C2)NC(=O)NC3=CC(=C(C=C3)Cl)C(F)(F)F.